Dataset: Full USPTO retrosynthesis dataset with 1.9M reactions from patents (1976-2016). Task: Predict the reactants needed to synthesize the given product. (1) Given the product [Cl:41][C:42]1[N:47]=[C:46]([N:48]2[CH2:49][CH2:50][CH2:51][CH2:52][C:53]2=[O:54])[CH:45]=[C:44]([N:56]2[CH2:61][CH2:60][O:59][CH2:58][CH2:57]2)[N:43]=1, predict the reactants needed to synthesize it. The reactants are: CN(C(ON1N=NC2C=CC=NC1=2)=[N+](C)C)C.F[P-](F)(F)(F)(F)F.C1C=NC2N(O)N=NC=2C=1.CC(N(C)C)=O.[Cl:41][C:42]1[N:47]=[C:46]([NH:48][CH2:49][CH2:50][CH2:51][CH2:52][C:53](O)=[O:54])[CH:45]=[C:44]([N:56]2[CH2:61][CH2:60][O:59][CH2:58][CH2:57]2)[N:43]=1. (2) Given the product [CH3:1][C:2]1[C:7]([C:17]#[CH:22])=[CH:6][CH:5]=[CH:4][N:3]=1, predict the reactants needed to synthesize it. The reactants are: [CH3:1][C:2]1[C:7](OS(C(F)(F)F)(=O)=O)=[CH:6][CH:5]=[CH:4][N:3]=1.Cl[C:17]1[CH:22]=CC(C#C)=CN=1. (3) Given the product [OH2:21].[F:1][C:2]1[CH:3]=[CH:4][C:5]([C:8]2[NH:9][N:10]=[C:11]([C:19]([OH:21])=[O:26])[C:12]=2[C:13]2[CH:18]=[CH:17][N:16]=[CH:15][CH:14]=2)=[CH:6][CH:7]=1, predict the reactants needed to synthesize it. The reactants are: [F:1][C:2]1[CH:7]=[CH:6][C:5]([C:8]2[C:12]([C:13]3[CH:18]=[CH:17][N:16]=[CH:15][CH:14]=3)=[C:11]([CH3:19])[NH:10][N:9]=2)=[CH:4][CH:3]=1.[Mn]([O-])(=O)(=O)=[O:21].[K+].[OH2:26]. (4) The reactants are: [Br:1][C:2]1[CH:7]=[C:6]([CH3:8])[C:5]([C:9]([F:13])([F:12])[CH2:10][OH:11])=[C:4]([CH3:14])[CH:3]=1.N1C=CN=C1.[C:20]([Si:24]([CH3:27])([CH3:26])Cl)([CH3:23])([CH3:22])[CH3:21]. Given the product [Br:1][C:2]1[CH:3]=[C:4]([CH3:14])[C:5]([C:9]([F:12])([F:13])[CH2:10][O:11][Si:24]([C:20]([CH3:23])([CH3:22])[CH3:21])([CH3:27])[CH3:26])=[C:6]([CH3:8])[CH:7]=1, predict the reactants needed to synthesize it.